Dataset: Forward reaction prediction with 1.9M reactions from USPTO patents (1976-2016). Task: Predict the product of the given reaction. The product is: [Br:28][C:24]1[CH:25]=[C:26]([Br:27])[C:18]2[N:17]=[C:14]([C:4]3[N:5]([C:7]4[C:12]([Br:13])=[CH:11][CH:10]=[CH:9][N:8]=4)[CH:6]=[C:2]([Br:1])[CH:3]=3)[O:16][C:20](=[O:21])[C:19]=2[CH:23]=1. Given the reactants [Br:1][C:2]1[CH:3]=[C:4]([C:14]([OH:16])=O)[N:5]([C:7]2[C:12]([Br:13])=[CH:11][CH:10]=[CH:9][N:8]=2)[CH:6]=1.[NH2:17][C:18]1[C:26]([Br:27])=[CH:25][C:24]([Br:28])=[CH:23][C:19]=1[C:20](O)=[O:21].BrC1C=C(C(O)=O)N(C2C(Cl)=CC=CN=2)C=1.NC1C(C)=CC(Cl)=CC=1C(O)=O, predict the reaction product.